This data is from Reaction yield outcomes from USPTO patents with 853,638 reactions. The task is: Predict the reaction yield, written as a fraction of the theoretical maximum amount of product (1.0 means a 100% yield; for example, 0.34 means a 34% yield). The reactants are Br[C:2]1[CH:3]=[CH:4][C:5]2[O:14][CH:13]3[CH:8]([CH2:9][N:10]([C:15]([O:17][C:18]([CH3:21])([CH3:20])[CH3:19])=[O:16])[CH2:11][CH2:12]3)[C:6]=2[CH:7]=1.[Cl:22][C:23]1[CH:28]=[C:27]([Cl:29])[CH:26]=[CH:25][C:24]=1B(O)O.C([O-])([O-])=O.[Na+].[Na+]. The catalyst is C1C=CC=CC=1.Cl[Pd](Cl)([P](C1C=CC=CC=1)(C1C=CC=CC=1)C1C=CC=CC=1)[P](C1C=CC=CC=1)(C1C=CC=CC=1)C1C=CC=CC=1. The product is [Cl:22][C:23]1[CH:28]=[C:27]([Cl:29])[CH:26]=[CH:25][C:24]=1[C:2]1[CH:3]=[CH:4][C:5]2[O:14][CH:13]3[CH:8]([CH2:9][N:10]([C:15]([O:17][C:18]([CH3:21])([CH3:20])[CH3:19])=[O:16])[CH2:11][CH2:12]3)[C:6]=2[CH:7]=1. The yield is 0.740.